Predict the reaction yield, written as a fraction of the theoretical maximum amount of product (1.0 means a 100% yield; for example, 0.34 means a 34% yield). From a dataset of Reaction yield outcomes from USPTO patents with 853,638 reactions. (1) The reactants are [C:1]([O:5][C:6](=[O:28])[NH:7][C:8]1[S:9][C:10]2[CH:16]=[C:15]([C:17]#N)[CH:14]=[C:13]([C:19]3[CH:24]=[CH:23][CH:22]=[C:21]([N+:25]([O-:27])=[O:26])[CH:20]=3)[C:11]=2[N:12]=1)([CH3:4])([CH3:3])[CH3:2].CC(C[AlH]CC(C)C)C.Cl.[OH2:39]. The catalyst is ClCCl. The yield is 0.790. The product is [C:1]([O:5][C:6](=[O:28])[NH:7][C:8]1[S:9][C:10]2[CH:16]=[C:15]([CH:17]=[O:39])[CH:14]=[C:13]([C:19]3[CH:24]=[CH:23][CH:22]=[C:21]([N+:25]([O-:27])=[O:26])[CH:20]=3)[C:11]=2[N:12]=1)([CH3:2])([CH3:4])[CH3:3]. (2) The reactants are [CH3:1][N:2]1[CH:10]=[C:9]2[C:4]([CH:5]=[CH:6][CH:7]=[C:8]2/[CH:11]=[CH:12]\[CH2:13][OH:14])=[N:3]1.[CH3:15]CCCCC.C([Zn]CC)C.ICI. The catalyst is C(Cl)Cl.[Cl-].[NH4+].O. The product is [CH3:1][N:2]1[CH:10]=[C:9]2[C:4]([CH:5]=[CH:6][CH:7]=[C:8]2[C@H:11]2[CH2:15][C@H:12]2[CH2:13][OH:14])=[N:3]1. The yield is 0.630. (3) The reactants are Br[CH2:2][CH:3]=[C:4]([CH3:6])[CH3:5].[C:7]1(=[O:17])[NH:11][C:10](=[O:12])[C:9]2=[CH:13][CH:14]=[CH:15][CH:16]=[C:8]12. The catalyst is CN(C=O)C.O. The product is [CH3:5][C:4]([CH3:6])=[CH:3][CH2:2][N:11]1[C:7](=[O:17])[C:8]2[C:9](=[CH:13][CH:14]=[CH:15][CH:16]=2)[C:10]1=[O:12]. The yield is 0.630.